From a dataset of Peptide-MHC class I binding affinity with 185,985 pairs from IEDB/IMGT. Regression. Given a peptide amino acid sequence and an MHC pseudo amino acid sequence, predict their binding affinity value. This is MHC class I binding data. The peptide sequence is QPAPQQGQL. The MHC is HLA-A68:02 with pseudo-sequence HLA-A68:02. The binding affinity (normalized) is 0.0479.